Task: Predict the reactants needed to synthesize the given product.. Dataset: Full USPTO retrosynthesis dataset with 1.9M reactions from patents (1976-2016) (1) Given the product [F:33][C:2]([F:1])([F:32])[C:3]([C:12]1[CH:13]=[C:14](/[CH:29]=[CH:30]/[CH3:31])[C:15]([O:18][C:19]2[CH:20]=[C:21]([CH2:22][OH:23])[CH:26]=[CH:27][CH:28]=2)=[N:16][CH:17]=1)([O:8][CH2:9][O:10][CH3:11])[C:4]([F:7])([F:6])[F:5], predict the reactants needed to synthesize it. The reactants are: [F:1][C:2]([F:33])([F:32])[C:3]([C:12]1[CH:13]=[C:14](/[CH:29]=[CH:30]/[CH3:31])[C:15]([O:18][C:19]2[CH:20]=[C:21]([CH:26]=[CH:27][CH:28]=2)[C:22](OC)=[O:23])=[N:16][CH:17]=1)([O:8][CH2:9][O:10][CH3:11])[C:4]([F:7])([F:6])[F:5].[H-].[Al+3].[Li+].[H-].[H-].[H-].CO.O. (2) The reactants are: CCCC[N+](CCCC)(CCCC)CCCC.[F-].C[Si]([C:23]#[C:24][C:25]1[CH:30]=[CH:29][CH:28]=[CH:27][C:26]=1[CH:31]([CH3:35])[C:32]([NH2:34])=[O:33])(C)C. Given the product [C:24]([C:25]1[CH:30]=[CH:29][CH:28]=[CH:27][C:26]=1[CH:31]([CH3:35])[C:32]([NH2:34])=[O:33])#[CH:23], predict the reactants needed to synthesize it.